From a dataset of Forward reaction prediction with 1.9M reactions from USPTO patents (1976-2016). Predict the product of the given reaction. (1) Given the reactants [F:1][C:2]1[CH:3]=[C:4]([NH:8][C:9]([C:11]2[NH:12][C:13]3[C:18]([CH:19]=2)=[CH:17][C:16]([CH:20]2[CH2:24][CH2:23][NH:22][CH2:21]2)=[CH:15][CH:14]=3)=[O:10])[CH:5]=[N:6][CH:7]=1.C(N(CC)C(C)C)(C)C.[CH3:34][O:35][CH2:36][C:37](Cl)=[O:38], predict the reaction product. The product is: [F:1][C:2]1[CH:3]=[C:4]([NH:8][C:9]([C:11]2[NH:12][C:13]3[C:18]([CH:19]=2)=[CH:17][C:16]([CH:20]2[CH2:24][CH2:23][N:22]([C:37](=[O:38])[CH2:36][O:35][CH3:34])[CH2:21]2)=[CH:15][CH:14]=3)=[O:10])[CH:5]=[N:6][CH:7]=1. (2) Given the reactants C(OC([N:11]1[CH2:16][CH2:15][CH:14]([CH2:17][NH:18][C:19]([O:21][C:22]([CH3:25])([CH3:24])[CH3:23])=[O:20])[CH2:13][CH2:12]1)=O)C1C=CC=CC=1.C1COCC1, predict the reaction product. The product is: [C:22]([O:21][C:19](=[O:20])[NH:18][CH2:17][CH:14]1[CH2:13][CH2:12][NH:11][CH2:16][CH2:15]1)([CH3:25])([CH3:23])[CH3:24]. (3) Given the reactants [F:1][C:2]1[CH:7]=[CH:6][C:5]([NH:8][NH2:9])=[CH:4][CH:3]=1.[N:10]1([CH2:16][CH2:17][O:18][C:19]2[CH:20]=[C:21]([CH:35]=[CH:36][CH:37]=2)[C:22]([C:24](=[CH:27]NC2C=CC=CC=2)[C:25]#[N:26])=[O:23])[CH2:15][CH2:14][O:13][CH2:12][CH2:11]1, predict the reaction product. The product is: [NH2:26][C:25]1[N:8]([C:5]2[CH:6]=[CH:7][C:2]([F:1])=[CH:3][CH:4]=2)[N:9]=[CH:27][C:24]=1[C:22](=[O:23])[C:21]1[CH:35]=[CH:36][CH:37]=[C:19]([O:18][CH2:17][CH2:16][N:10]2[CH2:11][CH2:12][O:13][CH2:14][CH2:15]2)[CH:20]=1. (4) Given the reactants Br[Zn][CH2:3][C:4]([O:6][CH2:7][CH3:8])=[O:5].[C:9]1(=[O:15])[CH2:14][CH2:13][CH2:12][CH:11]=[CH:10]1.Cl.C(OCC)(=O)C, predict the reaction product. The product is: [CH2:7]([O:6][C:4](=[O:5])[CH2:3][C:9]1([OH:15])[CH2:14][CH2:13][CH2:12][CH:11]=[CH:10]1)[CH3:8]. (5) Given the reactants [Cl:1][C:2]1[C:3]([C:12]2[CH:17]=[CH:16][C:15]([F:18])=[CH:14][CH:13]=2)=[CH:4][C:5]([N+:9]([O-])=O)=[C:6]([CH:8]=1)[NH2:7].Cl, predict the reaction product. The product is: [Cl:1][C:2]1[CH:8]=[C:6]([NH2:7])[C:5]([NH2:9])=[CH:4][C:3]=1[C:12]1[CH:13]=[CH:14][C:15]([F:18])=[CH:16][CH:17]=1. (6) Given the reactants [F:1][C:2]1[C:11]2[CH2:10][CH2:9][CH2:8][CH2:7][C:6]=2[CH:5]=[CH:4][C:3]=1[CH2:12][O:13]C1CCCCO1.CC1C=CC(S([O-])(=O)=O)=CC=1.C1C=C[NH+]=CC=1, predict the reaction product. The product is: [F:1][C:2]1[C:11]2[CH2:10][CH2:9][CH2:8][CH2:7][C:6]=2[CH:5]=[CH:4][C:3]=1[CH2:12][OH:13]. (7) Given the reactants [C:1]([C:3]1[CH:8]=[C:7]([C:9]([F:12])([F:11])[F:10])[CH:6]=[CH:5][C:4]=1[C:13]1[C:22]2[C:17](=[CH:18][C:19]([S:23]([N:26](CC3C=CC(OC)=CC=3OC)[C:27]3[S:28][CH:29]=[CH:30][N:31]=3)(=[O:25])=[O:24])=[CH:20][CH:21]=2)[CH:16]=[CH:15][N:14]=1)#[N:2].[C:43](O)(C(F)(F)F)=[O:44], predict the reaction product. The product is: [S:28]1[CH:29]=[CH:30][N:31]=[C:27]1[NH:26][S:23]([C:19]1[CH:18]=[C:17]2[C:22](=[CH:21][CH:20]=1)[C:13]([C:4]1[CH:5]=[CH:6][C:7]([C:9]([F:11])([F:12])[F:10])=[CH:8][C:3]=1[C:1](=[NH:2])[O:44][CH3:43])=[N:14][CH:15]=[CH:16]2)(=[O:25])=[O:24]. (8) Given the reactants [CH3:1][C:2]1[CH:11]=[CH:10][C:5]([C:6]([O:8][CH3:9])=[O:7])=[C:4]([N+:12]([O-:14])=[O:13])[CH:3]=1.[Br:15]N1C(=O)CCC1=O.C(OOC(=O)C1C=CC=CC=1)(=O)C1C=CC=CC=1, predict the reaction product. The product is: [Br:15][CH2:1][C:2]1[CH:11]=[CH:10][C:5]([C:6]([O:8][CH3:9])=[O:7])=[C:4]([N+:12]([O-:14])=[O:13])[CH:3]=1. (9) Given the reactants [F:1][C:2]1[CH:8]=[CH:7][C:5]([NH2:6])=[CH:4][CH:3]=1.[O:9]1[CH2:14][CH2:13][C:12](=O)[CH2:11][CH2:10]1.C(O)(=O)C.C([BH3-])#N.[Na+].[OH-].[Na+], predict the reaction product. The product is: [F:1][C:2]1[CH:8]=[CH:7][C:5]([NH:6][CH:12]2[CH2:13][CH2:14][O:9][CH2:10][CH2:11]2)=[CH:4][CH:3]=1.